From a dataset of Forward reaction prediction with 1.9M reactions from USPTO patents (1976-2016). Predict the product of the given reaction. (1) Given the reactants C([O:8][C:9]1[C:14]([CH2:15][N:16]2[C:22](=[O:23])[C:21]3[C:24]([CH3:32])=[C:25]([C:28]([NH:30][CH3:31])=[O:29])[CH:26]=[CH:27][C:20]=3[O:19][CH2:18][CH2:17]2)=[C:13]([CH3:33])[CH:12]=[C:11]([CH3:34])[N:10]=1)C1C=CC=CC=1.[CH3:35]O, predict the reaction product. The product is: [CH3:33][C:13]1[CH:12]=[C:11]([CH3:34])[NH:10][C:9](=[O:8])[C:14]=1[CH2:15][N:16]1[C:22](=[O:23])[C:21]2[C:24]([CH3:32])=[C:25]([C:28]([N:30]([CH3:31])[CH3:35])=[O:29])[CH:26]=[CH:27][C:20]=2[O:19][CH2:18][CH2:17]1. (2) Given the reactants [C:1]([OH:12])(=O)/[CH:2]=[CH:3]/[CH2:4][CH2:5][CH2:6][CH2:7][CH2:8][CH2:9][CH3:10].[CH2:13]([N:15]([CH2:20][CH3:21])[CH2:16][CH2:17][CH2:18][NH2:19])[CH3:14], predict the reaction product. The product is: [CH2:13]([N:15]([CH2:20][CH3:21])[CH2:16][CH2:17][CH2:18][NH:19][C:1](=[O:12])/[CH:2]=[CH:3]/[CH2:4][CH2:5][CH2:6][CH2:7][CH2:8][CH2:9][CH3:10])[CH3:14]. (3) Given the reactants CS([C:5]1[N:10]=[C:9]([C:11]2[N:15]3[CH:16]=[CH:17][CH:18]=[CH:19][C:14]3=[N:13][C:12]=2[C:20]2[CH:25]=[CH:24][CH:23]=[C:22]([CH3:26])[N:21]=2)[CH:8]=[CH:7][N:6]=1)(=O)=O.[NH2:27][CH2:28][CH2:29][C:30]1[CH:35]=[CH:34][C:33]([S:36]([NH2:39])(=[O:38])=[O:37])=[CH:32][CH:31]=1, predict the reaction product. The product is: [CH3:26][C:22]1[N:21]=[C:20]([C:12]2[N:13]=[C:14]3[CH:19]=[CH:18][CH:17]=[CH:16][N:15]3[C:11]=2[C:9]2[CH:8]=[CH:7][N:6]=[C:5]([NH:27][CH2:28][CH2:29][C:30]3[CH:31]=[CH:32][C:33]([S:36]([NH2:39])(=[O:37])=[O:38])=[CH:34][CH:35]=3)[N:10]=2)[CH:25]=[CH:24][CH:23]=1.